Dataset: CYP2C19 inhibition data for predicting drug metabolism from PubChem BioAssay. Task: Regression/Classification. Given a drug SMILES string, predict its absorption, distribution, metabolism, or excretion properties. Task type varies by dataset: regression for continuous measurements (e.g., permeability, clearance, half-life) or binary classification for categorical outcomes (e.g., BBB penetration, CYP inhibition). Dataset: cyp2c19_veith. The drug is Clc1ccc(/C=N/Nc2nnc(-c3ncc[nH]3)c3ccccc23)cc1. The result is 1 (inhibitor).